From a dataset of Forward reaction prediction with 1.9M reactions from USPTO patents (1976-2016). Predict the product of the given reaction. Given the reactants C([O:5][C:6](=[O:45])[CH2:7][CH2:8][N:9](C(OC(C)(C)C)=O)[CH2:10][C:11]([N:13]1[C:21]2[C:16](=[CH:17][C:18]([O:22][CH2:23][C:24]3[CH:29]=[CH:28][C:27]([CH2:30][CH:31]([CH3:33])[CH3:32])=[C:26]([C:34]([F:37])([F:36])[F:35])[CH:25]=3)=[CH:19][CH:20]=2)[CH2:15][CH2:14]1)=[O:12])(C)(C)C.[ClH:46].O1CCOCC1, predict the reaction product. The product is: [ClH:46].[CH2:30]([C:27]1[CH:28]=[CH:29][C:24]([CH2:23][O:22][C:18]2[CH:17]=[C:16]3[C:21](=[CH:20][CH:19]=2)[N:13]([C:11](=[O:12])[CH2:10][NH:9][CH2:8][CH2:7][C:6]([OH:45])=[O:5])[CH2:14][CH2:15]3)=[CH:25][C:26]=1[C:34]([F:37])([F:35])[F:36])[CH:31]([CH3:33])[CH3:32].